This data is from Full USPTO retrosynthesis dataset with 1.9M reactions from patents (1976-2016). The task is: Predict the reactants needed to synthesize the given product. Given the product [CH3:1][O:2][C:3]1[C:10]([CH3:11])=[CH:9][C:8]([CH3:12])=[CH:7][C:4]=1/[CH:5]=[CH:14]/[C:15]([OH:17])=[O:16], predict the reactants needed to synthesize it. The reactants are: [CH3:1][O:2][C:3]1[C:10]([CH3:11])=[CH:9][C:8]([CH3:12])=[CH:7][C:4]=1[CH:5]=O.C(O)(=O)[CH2:14][C:15]([OH:17])=[O:16].N1CCCC1.